This data is from Cav3 T-type calcium channel HTS with 100,875 compounds. The task is: Binary Classification. Given a drug SMILES string, predict its activity (active/inactive) in a high-throughput screening assay against a specified biological target. The compound is S=C1N(C(=O)C(/N1)=C/c1c(OCc2cc(F)ccc2)cccc1)C. The result is 0 (inactive).